From a dataset of Forward reaction prediction with 1.9M reactions from USPTO patents (1976-2016). Predict the product of the given reaction. (1) Given the reactants FC(F)(F)C(O)=O.[Cl:8][C:9]1[CH:14]=[C:13]2[NH:15][C:16](=[O:38])[C:17]3([CH:21]([C:22]4[CH:27]=[CH:26][CH:25]=[C:24]([Cl:28])[C:23]=4[F:29])[CH:20]([C:30](O)=[O:31])[NH:19][CH:18]3[CH2:33][C:34]([CH3:37])([CH3:36])[CH3:35])[C:12]2=[CH:11][CH:10]=1.C(N(C(C)C)CC)(C)C.C1(P(Cl)(C2C=CC=CC=2)=O)C=CC=CC=1.[NH2:63][C:64]1[CH:69]=[CH:68][C:67]([CH2:70][C:71]([O:73][CH2:74][CH3:75])=[O:72])=[CH:66][CH:65]=1, predict the reaction product. The product is: [CH2:74]([O:73][C:71](=[O:72])[CH2:70][C:67]1[CH:66]=[CH:65][C:64]([NH:63][C:30]([C@@H:20]2[NH:19][C@@H:18]([CH2:33][C:34]([CH3:35])([CH3:36])[CH3:37])[C@:17]3([C:12]4[C:13](=[CH:14][C:9]([Cl:8])=[CH:10][CH:11]=4)[NH:15][C:16]3=[O:38])[C@H:21]2[C:22]2[CH:27]=[CH:26][CH:25]=[C:24]([Cl:28])[C:23]=2[F:29])=[O:31])=[CH:69][CH:68]=1)[CH3:75]. (2) The product is: [Br:21][C:2]1[C:11]2[C:6](=[C:7]([CH3:14])[CH:8]=[C:9]([O:12][CH3:13])[CH:10]=2)[N:5]=[CH:4][C:3]=1[C:15]([O:17][CH2:18][CH3:19])=[O:16]. Given the reactants O[C:2]1[C:11]2[C:6](=[C:7]([CH3:14])[CH:8]=[C:9]([O:12][CH3:13])[CH:10]=2)[N:5]=[CH:4][C:3]=1[C:15]([O:17][CH2:18][CH3:19])=[O:16].P(Br)(Br)[Br:21].C(=O)([O-])[O-].[Na+].[Na+], predict the reaction product.